From a dataset of Drug-target binding data from BindingDB using Ki measurements. Regression. Given a target protein amino acid sequence and a drug SMILES string, predict the binding affinity score between them. We predict pKi (pKi = -log10(Ki in M); higher means stronger inhibition). Dataset: bindingdb_ki. (1) The drug is C(=C/c1c[nH]c2ccccc12)\c1cccnc1. The target protein (P21643) has sequence MSGCPFSGNSVGYTLKNLSMEDNEEDGAQTGVNRASKGGLIYGDYLQLEKILNAQELQSEIKGNKIHDEHLFIITHQAYELWFKQILWELDSVREIFQNGHVRDERNMLKVMTRMHRVVVIFKLLVQQFSVLETMTALDFNDFREYLSPASGFQSLQFRLLENKIGVLQSLRVPYNRKHYRDNFEGDYNELLLKSEQEQTLLQLVEAWLERTPGLEPHGFNFWGKFEKNILKGLEEEFLKIQAKKDSEEKEEQMAEFRKQKEVLLCLFDEKRHDYLLSKGERRLSYRALQGALMIYFYREEPRFQVPFQLLTSLMDIDTLMTKWRYNHVCMVHRMLGSKAGTGGSSGYYYLRSTVSDRYKVFVDLFNLSSYLVPRHWIPKMNPIIHKFLYTAEYSDSSYFSSDESD. The pKi is 7.4. (2) The compound is COc1cc2nc(-c3nccs3)n(-c3cc4nc(N)nc(N)c4cc3C)c2cc1OC. The target protein (P00374) has sequence MVGSLNCIVAVSQNMGIGKNGDLPWPPLRNEFRYFQRMTTTSSVEGKQNLVIMGKKTWFSIPEKNRPLKGRINLVLSRELKEPPQGAHFLSRSLDDALKLTEQPELANKVDMVWIVGGSSVYKEAMNHPGHLKLFVTRIMQDFESDTFFPEIDLEKYKLLPEYPGVLSDVQEEKGIKYKFEVYEKND. The pKi is 6.8. (3) The small molecule is CC(C)(C)c1ccc(NC(=O)N2CCN(c3ncccc3Cl)CC2)cc1. The target protein (P34978) has sequence MWLNSTSLGACFRPVNITLQERRAIASPWFAASFCALGLGSNLLALSVLAGARPGAGPRSSFLALLCGLVLTDFLGLLVTGAVVASQHAALLDWRATDPGCRLCHFMGAAMVFFGLCPLLLGAAMAAERFVGITRPFSRPAATSRRAWATVGLVWVGAGTLGLLPLLGLGRYSVQYPGSWCFLTLGAERGDVAFGLMFALLGSVSVGLSLLLNTVSVATLCRVYHAREATQRPRDCEVEMMVQLVGIMVVATVCWMPLLVFILQTLLQTLPVMSPSGQLLRTTERQLLIYLRVATWNQILDPWVYILFRRSVLRRLHPRFTSQLQAVSLHSPPTQAMLSGP. The pKi is 5.0. (4) The drug is Cc1ccc2c(c1)c(CC(=O)O)c(C)n2C(=O)c1ccc(OC[C@@H]2CN(C)c3ccccc3O2)cc1. The target protein (P43117) has sequence MSMNSSKQPVSPAAGLIANTTCQTENRLSVFFSIIFMTVGILSNSLAIAILMKAYQRFRQKSKASFLLLASGLVITDFFGHLINGGIAVFVYASDKDWIRFDQSNILCSIFGISMVFSGLCPLFLGSAMAIERCIGVTNPIFHSTKITSKHVKMILSGVCMFAVFVAVLPILGHRDYQIQASRTWCFYNTEHIEDWEDRFYLLFFSFLGLLALGVSFSCNAVTGVTLLRVKFRSQQHRQGRSHHLEMIIQLLAIMCVSCVCWSPFLVTMANIAINGNNSPVTCETTLFALRMATWNQILDPWVYILLRKAVLRNLYKLASRCCGVNIISLHIWELSSIKNSLKVAAISESPAAEKESQQASSEAGL. The pKi is 5.8. (5) The small molecule is CC(C)CNc1cc(NS(=O)(=O)c2cccc(-c3ccc(Cl)c(Cl)c3)c2)cc2c(Cl)[nH]nc12. The target protein (P0AF12) has sequence MKIGIIGAMEEEVTLLRDKIENRQTISLGGCEIYTGQLNGTEVALLKSGIGKVAAALGATLLLEHCKPDVIINTGSAGGLAPTLKVGDIVVSDEARYHDADVTAFGYEYGQLPGCPAGFKADDKLIAAAEACIAELNLNAVRGLIVSGDAFINGSVGLAKIRHNFPQAIAVEMEATAIAHVCHNFNVPFVVVRAISDVADQQSHLSFDEFLAVAAKQSSLMVESLVQKLAHG. The pKi is 8.8. (6) The compound is C[C@H]([NH3+])P(=O)(O)C[C@@H](Cc1ccccc1)C(=O)N[C@@](C)(Cc1ccccc1)C(=O)O. The target protein (Q95334) has sequence MSTDSKRYCIKTKHVAIICAAVVAVGLIVGLSVGLTRSCDSKDGGQGTTQSPSHLPPTSSPPQDQGVCPASEDESGNWRDFRLPDFINPVHYDLQVKPLLEQDTYTGTVNISINVTSPTQHLWLHLRETRITQLPVLWRPSGEQVQVRRCFEYKKQEYVVVEAEEELAPNSGEGLYHLTMEFAGWLNGSLVGFYRTTYVEKGQIKSIAATDHEPTDARKSFPCFDEPNKKATYTISIIHPKEYKALSNMPVEKEESVDDIWTQTTFQKSVPMSTYLVCFAVHQFDSVTRTSRSGKPLTIYVQPEQKHTAEYAANITKSVFDYFEDYFAMEYSLPKLDKIAIPDFGTGAMENWGLITYRETNLLYDPNESASSNQQRVAAVVAHELVHQWFGNIVTMEWWEDLWLNEGFASFFEFLGVDHAEKEWQMRDQILLEDVLPVQEDDSLISSHPIVVTVSTPAEITSVFDGISYSKGASILRMLEDWITPEKFQKGCQEYLKKFE.... The pKi is 10. (7) The drug is CCS(=O)(=O)CCOc1cc(C)c(-c2cccc(COc3ccc(CCC(=O)O)c(F)c3)c2)c(C)c1. The target protein (O14842) has sequence MDLPPQLSFGLYVAAFALGFPLNVLAIRGATAHARLRLTPSLVYALNLGCSDLLLTVSLPLKAVEALASGAWPLPASLCPVFAVAHFFPLYAGGGFLAALSAGRYLGAAFPLGYQAFRRPCYSWGVCAAIWALVLCHLGLVFGLEAPGGWLDHSNTSLGINTPVNGSPVCLEAWDPASAGPARFSLSLLLFFLPLAITAFCYVGCLRALARSGLTHRRKLRAAWVAGGALLTLLLCVGPYNASNVASFLYPNLGGSWRKLGLITGAWSVVLNPLVTGYLGRGPGLKTVCAARTQGGKSQK. The pKi is 7.8.